From a dataset of Forward reaction prediction with 1.9M reactions from USPTO patents (1976-2016). Predict the product of the given reaction. (1) Given the reactants [Cl:1][C:2]1[CH:7]=[CH:6][C:5]([NH:8][NH2:9])=[CH:4][CH:3]=1.[CH2:10]([O:12][C:13](=[O:30])[CH:14]([CH:24]1[CH2:29][CH2:28][CH2:27][CH2:26][CH2:25]1)[C:15](=O)[CH:16]1[CH2:21][CH2:20][CH2:19][CH2:18][C:17]1=O)[CH3:11], predict the reaction product. The product is: [CH2:10]([O:12][C:13](=[O:30])[CH:14]([C:15]1[N:8]([C:5]2[CH:6]=[CH:7][C:2]([Cl:1])=[CH:3][CH:4]=2)[N:9]=[C:17]2[C:16]=1[CH2:21][CH2:20][CH2:19][CH2:18]2)[CH:24]1[CH2:29][CH2:28][CH2:27][CH2:26][CH2:25]1)[CH3:11]. (2) Given the reactants Br[CH2:2][C:3]([OH:5])=[O:4].[CH2:6]([NH2:9])[CH2:7][CH3:8].[OH-].[Na+].[C:12](=O)([O:18]C(C)(C)C)[O:13][C:14]([CH3:17])([CH3:16])[CH3:15].O.C(O)(=O)CC(CC(O)=O)(C(O)=O)O, predict the reaction product. The product is: [C:14]([O:13][C:12]([N:9]([CH2:2][C:3]([OH:5])=[O:4])[CH2:6][CH2:7][CH3:8])=[O:18])([CH3:17])([CH3:16])[CH3:15]. (3) Given the reactants [Cl:1][C:2]1[CH:7]=[C:6]([O:8][CH3:9])[C:5]([N+:10]([O-])=O)=[CH:4][N:3]=1.[Cl-].[NH4+], predict the reaction product. The product is: [Cl:1][C:2]1[N:3]=[CH:4][C:5]([NH2:10])=[C:6]([O:8][CH3:9])[CH:7]=1. (4) The product is: [ClH:1].[NH2:20][C@H:18]([C:6]1[C:7](=[O:16])[NH:8][C:9]2[C:4]([CH:5]=1)=[CH:3][C:2]([Cl:1])=[C:11]([O:12][CH:13]([CH3:15])[CH3:14])[CH:10]=2)[CH3:19]. Given the reactants [Cl:1][C:2]1[CH:3]=[C:4]2[C:9](=[CH:10][C:11]=1[O:12][CH:13]([CH3:15])[CH3:14])[N:8]=[C:7]([O:16]C)[C:6]([C@@H:18]([NH:20][S@@](C(C)(C)C)=O)[CH3:19])=[CH:5]2.Cl, predict the reaction product. (5) Given the reactants [C:1]([O:5][C:6]([N:8](C(=O)C(OCC)=O)[CH:9]1[CH:14]2[CH2:15][CH:11]([CH2:12][CH:13]2[C:16]([O:18]C)=[O:17])[CH2:10]1)=[O:7])([CH3:4])([CH3:3])[CH3:2].[OH-].[Na+].Cl, predict the reaction product. The product is: [C:1]([O:5][C:6]([NH:8][CH:9]1[CH:14]2[CH2:15][CH:11]([CH2:12][CH:13]2[C:16]([OH:18])=[O:17])[CH2:10]1)=[O:7])([CH3:4])([CH3:2])[CH3:3]. (6) Given the reactants [C:1]1([SH:7])[CH:6]=[CH:5][CH:4]=[CH:3][CH:2]=1.[H-].[Na+].[Cl:10][C:11]1[CH:16]=[C:15]([N+]([O-])=O)[CH:14]=[CH:13][N:12]=1, predict the reaction product. The product is: [Cl:10][C:11]1[CH:16]=[C:15]([S:7][C:1]2[CH:6]=[CH:5][CH:4]=[CH:3][CH:2]=2)[CH:14]=[CH:13][N:12]=1. (7) Given the reactants NC1C=CC([C:8]2[C:13]([S:14]([NH2:17])(=[O:16])=[O:15])=[CH:12][CH:11]=[C:10]([NH2:18])[CH:9]=2)=CC=1.[CH2:19]([C:27]1[CH:32]=[CH:31][C:30]([N:33]=[C:34]=[O:35])=[CH:29][CH:28]=1)[CH2:20][CH2:21][CH2:22][CH2:23][CH2:24][CH2:25][CH3:26].[K+].[Br-].NC(N)=O, predict the reaction product. The product is: [CH2:19]([C:27]1[CH:28]=[CH:29][C:30]([NH:33][C:34]([NH:18][C:10]2[CH:9]=[CH:8][C:13]([S:14]([NH2:17])(=[O:15])=[O:16])=[CH:12][CH:11]=2)=[O:35])=[CH:31][CH:32]=1)[CH2:20][CH2:21][CH2:22][CH2:23][CH2:24][CH2:25][CH3:26].